Task: Predict the product of the given reaction.. Dataset: Forward reaction prediction with 1.9M reactions from USPTO patents (1976-2016) (1) The product is: [CH2:1]([O:8][P:9]([C@@:19]1([O:57][C@H:56]([CH2:58][O:59][C@@H:60]2[O:110][C@H:109]([CH2:111][O:112][CH2:113][C:114]3[CH:119]=[CH:118][CH:117]=[CH:116][CH:115]=3)[C@@H:95]([O:96][P:97]3(=[O:108])[O:98][CH2:99][C:100]4[CH:107]=[CH:106][CH:105]=[CH:104][C:101]=4[CH2:102][O:103]3)[C@H:62]([O:63][C:64](=[O:94])[CH2:65][C@H:66]([O:78][C:79](=[O:93])[CH2:80][CH2:81][CH2:82][CH2:83][CH2:84][CH2:85][CH2:86][CH2:87][CH2:88][CH2:89][CH3:90])[CH2:67][CH2:68][CH2:69][CH2:70][CH2:71][CH2:72][CH2:73][CH2:74][CH3:75])[C@H:61]2[NH:120][C:121](=[O:149])[CH2:122][C@H:123]([O:135][C:136](=[O:148])[CH2:137][CH2:138][CH2:139][CH2:140][CH2:141][CH2:142][CH2:143][CH2:144][CH2:145][CH2:146][CH3:147])[CH2:124][CH2:125][CH2:126][CH2:127][CH2:128][CH2:129][CH2:130][CH2:131][CH2:132][CH2:133][CH3:134])[C@@H:47]([O:48][CH2:49][C:50]2[CH:51]=[CH:52][CH:53]=[CH:54][CH:55]=2)[C@H:22]([O:23][C:24](=[O:46])[CH2:25][C@H:26]([O:38][CH2:39][C:40]2[CH:45]=[CH:44][CH:43]=[CH:42][CH:41]=2)[CH2:27][CH2:28][CH2:29][CH2:30][CH2:31][CH2:32][CH2:33][CH2:34][CH3:35])[C@H:21]1[NH:150][C:151](=[O:173])[CH2:152][C@H:153]([O:165][CH2:166][C:167]1[CH:172]=[CH:171][CH:170]=[CH:169][CH:168]=1)[CH2:154][CH2:155][CH2:156][CH2:157][CH2:158][CH2:159][CH2:160][CH2:161][CH2:162][CH2:163][CH3:164])[OH:20])([O:11][CH2:12][C:13]1[CH:14]=[CH:15][CH:16]=[CH:17][CH:18]=1)=[O:10])[C:2]1[CH:7]=[CH:6][CH:5]=[CH:4][CH:3]=1. Given the reactants [CH2:1]([O:8][P:9]([C@@:19]1([O:57][C@H:56]([CH2:58][O:59][C@@H:60]2[O:110][C@H:109]([CH2:111][O:112][CH2:113][C:114]3[CH:119]=[CH:118][CH:117]=[CH:116][CH:115]=3)[C@@H:95]([O:96][P:97]3(=[O:108])[O:103][CH2:102][C:101]4[CH:104]=[CH:105][CH:106]=[CH:107][C:100]=4[CH2:99][O:98]3)[C@H:62]([O:63][C:64](=[O:94])[CH2:65][C@H:66]([O:78][C:79](=[O:93])[CH2:80][CH2:81][CH2:82][CH2:83][CH2:84][CH2:85][CH2:86][CH2:87][CH2:88][CH2:89][CH2:90]CC)[CH2:67][CH2:68][CH2:69][CH2:70][CH2:71][CH2:72][CH2:73][CH2:74][CH2:75]CC)[C@H:61]2[NH:120][C:121](=[O:149])[CH2:122][C@H:123]([O:135][C:136](=[O:148])[CH2:137][CH2:138][CH2:139][CH2:140][CH2:141][CH2:142][CH2:143][CH2:144][CH2:145][CH2:146][CH3:147])[CH2:124][CH2:125][CH2:126][CH2:127][CH2:128][CH2:129][CH2:130][CH2:131][CH2:132][CH2:133][CH3:134])[C@@H:47]([O:48][CH2:49][C:50]2[CH:55]=[CH:54][CH:53]=[CH:52][CH:51]=2)[C@H:22]([O:23][C:24](=[O:46])[CH2:25][C@H:26]([O:38][CH2:39][C:40]2[CH:45]=[CH:44][CH:43]=[CH:42][CH:41]=2)[CH2:27][CH2:28][CH2:29][CH2:30][CH2:31][CH2:32][CH2:33][CH2:34][CH2:35]CC)[C@H:21]1[NH:150][C:151](=[O:173])[CH2:152][C@H:153]([O:165][CH2:166][C:167]1[CH:172]=[CH:171][CH:170]=[CH:169][CH:168]=1)[CH2:154][CH2:155][CH2:156][CH2:157][CH2:158][CH2:159][CH2:160][CH2:161][CH2:162][CH2:163][CH3:164])[OH:20])([O:11][CH2:12][C:13]1[CH:18]=[CH:17][CH:16]=[CH:15][CH:14]=1)=[O:10])[C:2]1[CH:7]=[CH:6][CH:5]=[CH:4][CH:3]=1, predict the reaction product. (2) Given the reactants [CH3:1][CH2:2][C:3](=[O:9])[CH2:4][C:5](=[O:8])[CH2:6][CH3:7].[F:10][C:11]1[CH:18]=[CH:17][CH:16]=[C:15]([F:19])[C:12]=1[CH:13]=O.C(O)(=O)C, predict the reaction product. The product is: [F:10][C:11]1[CH:18]=[CH:17][CH:16]=[C:15]([F:19])[C:12]=1[CH:13]=[C:4]([C:3](=[O:9])[CH2:2][CH3:1])[C:5](=[O:8])[CH2:6][CH3:7]. (3) The product is: [CH2:1]([O:3][C:4]1[CH:5]=[C:6]([CH:23]=[CH:24][C:25]=1[O:32][CH3:30])[CH2:7][N:8]1[CH2:9][CH2:10][CH:11]([NH:14][C:15]([C:17]2[CH:18]=[N:19][CH:20]=[N:21][CH:22]=2)=[O:16])[CH2:12][CH2:13]1)[CH3:2]. Given the reactants [CH2:1]([O:3][C:4]1[CH:5]=[C:6]([CH:23]=[C:24](OCC)[C:25]=1F)[CH2:7][N:8]1[CH2:13][CH2:12][CH:11]([NH:14][C:15]([C:17]2[CH:18]=[N:19][CH:20]=[N:21][CH:22]=2)=[O:16])[CH2:10][CH2:9]1)[CH3:2].[CH2:30]([O:32]C1C=C(C=CC=1OC)C=O)C.C([BH3-])#N.[Na+].C(N(C(C)C)C(C)C)C, predict the reaction product. (4) Given the reactants [Cl:1][C:2]1[CH:7]=[CH:6][N:5]=[C:4]([CH2:8][NH:9][C:10]2[O:11][C:12]3[C:18]([O:19][CH3:20])=[CH:17][C:16]([C:21]([OH:23])=O)=[CH:15][C:13]=3[N:14]=2)[CH:3]=1.[CH3:24][C:25]1([CH2:32][CH:33]([OH:35])[CH3:34])[O:30][CH2:29][C@@H:28]([CH3:31])[NH:27][CH2:26]1.C(N(CC)C(C)C)(C)C.CN(C(ON1N=NC2C=CC=NC1=2)=[N+](C)C)C.F[P-](F)(F)(F)(F)F, predict the reaction product. The product is: [Cl:1][C:2]1[CH:7]=[CH:6][N:5]=[C:4]([CH2:8][NH:9][C:10]2[O:11][C:12]3[C:18]([O:19][CH3:20])=[CH:17][C:16]([C:21]([N:27]4[C@H:28]([CH3:31])[CH2:29][O:30][C:25]([CH2:32][CH:33]([OH:35])[CH3:34])([CH3:24])[CH2:26]4)=[O:23])=[CH:15][C:13]=3[N:14]=2)[CH:3]=1. (5) Given the reactants [F:1][C:2]1[CH:3]=[C:4]2[C:8](=[CH:9][CH:10]=1)[NH:7][CH:6]=[C:5]2[CH:11]=[N:12]O.O=P(Cl)(Cl)Cl.C(=O)(O)[O-].[Na+], predict the reaction product. The product is: [F:1][C:2]1[CH:3]=[C:4]2[C:8](=[CH:9][CH:10]=1)[NH:7][CH:6]=[C:5]2[C:11]#[N:12]. (6) Given the reactants [I:1][C:2]1[C:10]2[C:5](=[CH:6][CH:7]=[C:8]([C:11](OC)=[O:12])[CH:9]=2)[NH:4][N:3]=1, predict the reaction product. The product is: [I:1][C:2]1[C:10]2[C:5](=[CH:6][CH:7]=[C:8]([CH2:11][OH:12])[CH:9]=2)[NH:4][N:3]=1. (7) Given the reactants [NH2:1][C:2]1[CH:3]=[CH:4][C:5]2[O:10][CH2:9][CH2:8][N:7]([C:11]3[S:12][C:13]4[C:14](=[O:22])[NH:15][C:16]([CH3:21])([CH3:20])[CH2:17][C:18]=4[N:19]=3)[C:6]=2[CH:23]=1.C1C(=O)N([Br:31])C(=O)C1.O, predict the reaction product. The product is: [NH2:1][C:2]1[C:3]([Br:31])=[CH:4][C:5]2[O:10][CH2:9][CH2:8][N:7]([C:11]3[S:12][C:13]4[C:14](=[O:22])[NH:15][C:16]([CH3:21])([CH3:20])[CH2:17][C:18]=4[N:19]=3)[C:6]=2[CH:23]=1. (8) Given the reactants [CH2:1](O)[CH3:2].C(O)(=O)C.[CH2:8]([O:12][C:13](=[O:15])[CH3:14])[CH2:9][CH2:10][CH3:11], predict the reaction product. The product is: [CH2:8]([O:12][C:13](=[O:15])[CH2:14][CH2:1][CH3:2])[CH2:9][CH2:10][CH3:11]. (9) Given the reactants [CH2:1]([C:8]1[S:9][C:10]2[CH:16]=[C:15]([CH3:17])[CH:14]=[CH:13][C:11]=2[N:12]=1)[C:2]1[CH:7]=[CH:6][CH:5]=[CH:4][CH:3]=1.C1C(=O)N([Br:25])C(=O)C1.CC(N=NC(C#N)(C)C)(C#N)C.C(Cl)(Cl)(Cl)Cl, predict the reaction product. The product is: [CH2:1]([C:8]1[S:9][C:10]2[CH:16]=[C:15]([CH2:17][Br:25])[CH:14]=[CH:13][C:11]=2[N:12]=1)[C:2]1[CH:7]=[CH:6][CH:5]=[CH:4][CH:3]=1. (10) Given the reactants [F:1][C:2]1[CH:7]=[CH:6][CH:5]=[CH:4][C:3]=1[N:8]1[C:12]([S:13]([C:16]2[CH:17]=[N:18][CH:19]=[CH:20][CH:21]=2)(=[O:15])=[O:14])=[CH:11][C:10]([CH2:22][N:23](C)[C:24](=O)OC(C)(C)C)=[N:9]1.C(OCC)(=O)C.[ClH:38], predict the reaction product. The product is: [ClH:38].[F:1][C:2]1[CH:7]=[CH:6][CH:5]=[CH:4][C:3]=1[N:8]1[C:12]([S:13]([C:16]2[CH:17]=[N:18][CH:19]=[CH:20][CH:21]=2)(=[O:14])=[O:15])=[CH:11][C:10]([CH2:22][NH:23][CH3:24])=[N:9]1.